Dataset: Full USPTO retrosynthesis dataset with 1.9M reactions from patents (1976-2016). Task: Predict the reactants needed to synthesize the given product. (1) Given the product [CH2:12]([O:15][C:16]1[CH:31]=[CH:30][C:19]([C:20]([NH:11][C@@H:6]([CH2:5][N+:2]([CH3:3])([CH3:4])[CH3:1])[CH2:7][C:8]([O-:10])=[O:9])=[O:21])=[CH:18][CH:17]=1)[CH2:13][CH3:14], predict the reactants needed to synthesize it. The reactants are: [CH3:1][N+:2]([CH2:5][C@H:6]([NH2:11])[CH2:7][C:8]([O-:10])=[O:9])([CH3:4])[CH3:3].[CH2:12]([O:15][C:16]1[CH:31]=[CH:30][C:19]([C:20](ON2C(=O)CCC2=O)=[O:21])=[CH:18][CH:17]=1)[CH2:13][CH3:14].CN(C=O)C.C(N(C(C)C)CC)(C)C. (2) The reactants are: [Cl:1][C:2]1[CH:22]=[CH:21][C:5]([CH2:6][NH:7][C:8](=[O:20])[CH2:9][CH2:10][C:11]2[CH:16]=[CH:15][C:14]([OH:17])=[C:13]([O:18][CH3:19])[CH:12]=2)=[CH:4][CH:3]=1.[CH2:23](Br)[C:24]1[CH:29]=[CH:28][CH:27]=[CH:26][CH:25]=1.C(=O)([O-])[O-].[K+].[K+].C(#N)C. Given the product [Cl:1][C:2]1[CH:22]=[CH:21][C:5]([CH2:6][NH:7][C:8](=[O:20])[CH2:9][CH2:10][C:11]2[CH:16]=[CH:15][C:14]([O:17][CH2:23][C:24]3[CH:29]=[CH:28][CH:27]=[CH:26][CH:25]=3)=[C:13]([O:18][CH3:19])[CH:12]=2)=[CH:4][CH:3]=1, predict the reactants needed to synthesize it. (3) Given the product [N:22]1([C:20]([C@H:17]2[CH2:18][CH2:19][NH:15][CH2:16]2)=[O:21])[CH2:23][CH2:24][CH2:25][CH2:26]1, predict the reactants needed to synthesize it. The reactants are: C(O)(C(F)(F)F)=O.C(OC([N:15]1[CH2:19][CH2:18][C@H:17]([C:20]([N:22]2[CH2:26][CH2:25][CH2:24][CH2:23]2)=[O:21])[CH2:16]1)=O)(C)(C)C. (4) The reactants are: CCCCCCC.C([O:15][C@@H:16]1[C@@H:21]([O:22]CC2C=CC=CC=2)[C@H:20]([O:30]CC2C=CC=CC=2)[C@@H:19]([CH2:38][O:39]CC2C=CC=CC=2)[O:18][C@H:17]1[C:47]1[CH:52]=[CH:51][CH:50]=[C:49]([CH2:53][C:54]2[S:55][C:56]3[CH:62]=[CH:61][CH:60]=[CH:59][C:57]=3[CH:58]=2)[CH:48]=1)C1C=CC=CC=1.CC1C(C)=C(C)C(C)=C(C)C=1.CO. Given the product [S:55]1[C:56]2[CH:62]=[CH:61][CH:60]=[CH:59][C:57]=2[CH:58]=[C:54]1[CH2:53][C:49]1[CH:48]=[C:47]([C@@H:17]2[O:18][C@H:19]([CH2:38][OH:39])[C@@H:20]([OH:30])[C@H:21]([OH:22])[C@H:16]2[OH:15])[CH:52]=[CH:51][CH:50]=1, predict the reactants needed to synthesize it. (5) Given the product [CH3:29][O:28][CH2:26][CH2:25][CH2:24][S:23][C:20]1[CH:19]=[C:18]([O:30][C:31]2[C:32]([CH3:37])=[N:33][CH:34]=[CH:35][CH:36]=2)[C:17]([NH:16][C:14]2[S:13][N:12]=[C:11]([C@H:2]3[CH2:3][O:4][C:5]4([CH2:10][CH2:9][CH2:8][CH2:7][CH2:6]4)[O:1]3)[N:15]=2)=[N:22][CH:21]=1, predict the reactants needed to synthesize it. The reactants are: [O:1]1[C:5]2([CH2:10][CH2:9][CH2:8][CH2:7][CH2:6]2)[O:4][CH2:3][C@@H:2]1[C:11]1[N:15]=[C:14]([NH:16][C:17]2[N:22]=[CH:21][C:20]([S:23][CH2:24][CH2:25][C:26]([O:28][CH3:29])=O)=[CH:19][C:18]=2[O:30][C:31]2[C:32]([CH3:37])=[N:33][CH:34]=[CH:35][CH:36]=2)[S:13][N:12]=1.CC([O-])(C)C.[K+].BrCCCOC.